Dataset: Full USPTO retrosynthesis dataset with 1.9M reactions from patents (1976-2016). Task: Predict the reactants needed to synthesize the given product. (1) The reactants are: [Cl:1][C:2]1[CH:3]=[C:4]([NH:16][C:17]2[N:21]=[C:20]([NH2:22])[NH:19][N:18]=2)[CH:5]=[C:6]([Cl:15])[C:7]=1[S:8][C:9]1[CH:14]=[CH:13][CH:12]=[CH:11][CH:10]=1.CO.[OH:25]OS([O-])=O.[K+]. Given the product [C:9]1([S:8]([C:7]2[C:2]([Cl:1])=[CH:3][C:4]([NH:16][C:17]3[N:21]=[C:20]([NH2:22])[NH:19][N:18]=3)=[CH:5][C:6]=2[Cl:15])=[O:25])[CH:10]=[CH:11][CH:12]=[CH:13][CH:14]=1, predict the reactants needed to synthesize it. (2) Given the product [NH2:7][C@@H:8]1[C@@H:9]([C:26]2[CH:31]=[C:30]([F:32])[CH:29]=[CH:28][C:27]=2[F:33])[O:10][CH2:11][C@H:12]([N:14]2[CH2:21][C:20]3[C:16](=[N:17][N:18]([CH2:22][C:23]([NH2:25])=[O:24])[CH:19]=3)[CH2:15]2)[CH2:13]1, predict the reactants needed to synthesize it. The reactants are: C(OC(=O)[NH:7][C@H:8]1[CH2:13][C@@H:12]([N:14]2[CH2:21][C:20]3[C:16](=[N:17][N:18]([CH2:22][C:23]([NH2:25])=[O:24])[CH:19]=3)[CH2:15]2)[CH2:11][O:10][C@@H:9]1[C:26]1[CH:31]=[C:30]([F:32])[CH:29]=[CH:28][C:27]=1[F:33])(C)(C)C.C(O)(C(F)(F)F)=O. (3) Given the product [CH2:28]([O:30][C:31]([C:33]1([C:36]2[CH:41]=[CH:40][C:39]([C:22]3[CH:23]=[CH:24][C:19]([C:18]4[O:17][N:16]=[C:15]([CH3:26])[C:14]=4[NH:13][C:12]([O:11][CH:9]([C:4]4[CH:5]=[CH:6][CH:7]=[CH:8][C:3]=4[O:2][CH3:1])[CH3:10])=[O:27])=[CH:20][CH:21]=3)=[CH:38][CH:37]=2)[CH2:34][CH2:35]1)=[O:32])[CH3:29], predict the reactants needed to synthesize it. The reactants are: [CH3:1][O:2][C:3]1[CH:8]=[CH:7][CH:6]=[CH:5][C:4]=1[CH:9]([O:11][C:12](=[O:27])[NH:13][C:14]1[C:15]([CH3:26])=[N:16][O:17][C:18]=1[C:19]1[CH:24]=[CH:23][C:22](Br)=[CH:21][CH:20]=1)[CH3:10].[CH2:28]([O:30][C:31]([C:33]1([C:36]2[CH:41]=[CH:40][C:39](B3OC(C)(C)C(C)(C)O3)=[CH:38][CH:37]=2)[CH2:35][CH2:34]1)=[O:32])[CH3:29]. (4) Given the product [CH3:1][S:2]([C:5]1[CH:6]=[CH:7][C:8](/[CH:11]=[CH:12]/[C:13]([N:23]2[C@H:24]([C:27]3[CH:32]=[CH:31][CH:30]=[CH:29][CH:28]=3)[C@H:25]([CH3:26])[N:21]([CH3:20])[C:22]2=[O:33])=[O:15])=[CH:9][CH:10]=1)(=[O:3])=[O:4], predict the reactants needed to synthesize it. The reactants are: [CH3:1][S:2]([C:5]1[CH:10]=[CH:9][C:8]([CH:11]=[CH:12][C:13]([OH:15])=O)=[CH:7][CH:6]=1)(=[O:4])=[O:3].S(Cl)(Cl)=O.[CH3:20][N:21]1[C@@H:25]([CH3:26])[C@@H:24]([C:27]2[CH:32]=[CH:31][CH:30]=[CH:29][CH:28]=2)[NH:23][C:22]1=[O:33]. (5) Given the product [C:15]([C:17]1[C:29]([C:30]([O:32][CH2:33][CH3:34])=[O:31])=[C:28]2[C:20]([NH:21][C:22]3[C:27]2=[CH:26][CH:25]=[CH:24][CH:23]=3)=[C:19]2[CH2:35][CH2:36][CH2:37][C:18]=12)#[N:16], predict the reactants needed to synthesize it. The reactants are: C(C1C(=O)C(Cl)=C(Cl)C(=O)C=1C#N)#N.[C:15]([CH:17]1[CH:29]([C:30]([O:32][CH2:33][CH3:34])=[O:31])[C:28]2[C:27]3[C:22](=[CH:23][CH:24]=[CH:25][CH:26]=3)[NH:21][C:20]=2[C:19]2[CH2:35][CH2:36][CH2:37][C:18]1=2)#[N:16]. (6) Given the product [F:22][C:23]([F:33])([F:34])[O:24][C:25]1[CH:26]=[C:27]([CH:28]=[CH:29][CH:30]=1)[CH2:31][NH:32][C:19]([C:17]1[N:16]=[N:15][N:14]([CH2:13][CH2:12][CH2:11][CH2:10][N:8]2[CH:9]=[C:5]([C:3]([O:2][CH3:1])=[O:4])[N:6]=[N:7]2)[CH:18]=1)=[O:21], predict the reactants needed to synthesize it. The reactants are: [CH3:1][O:2][C:3]([C:5]1[N:6]=[N:7][N:8]([CH2:10][CH2:11][CH2:12][CH2:13][N:14]2[CH:18]=[C:17]([C:19]([OH:21])=O)[N:16]=[N:15]2)[CH:9]=1)=[O:4].[F:22][C:23]([F:34])([F:33])[O:24][C:25]1[CH:26]=[C:27]([CH2:31][NH2:32])[CH:28]=[CH:29][CH:30]=1.CN(C(ON1N=NC2C=CC=NC1=2)=[N+](C)C)C.F[P-](F)(F)(F)(F)F.CCN(C(C)C)C(C)C.